From a dataset of Forward reaction prediction with 1.9M reactions from USPTO patents (1976-2016). Predict the product of the given reaction. (1) Given the reactants C([O:3][CH2:4][CH2:5][O:6][NH:7][C:8]([C:10]1[C:11]([NH:19][C:20]2[CH:25]=[CH:24][C:23]([S:26][CH3:27])=[CH:22][C:21]=2[F:28])=[C:12]2[C:16](=[CH:17][CH:18]=1)[NH:15][N:14]=[CH:13]2)=[O:9])=C.Cl, predict the reaction product. The product is: [OH:3][CH2:4][CH2:5][O:6][NH:7][C:8]([C:10]1[C:11]([NH:19][C:20]2[CH:25]=[CH:24][C:23]([S:26][CH3:27])=[CH:22][C:21]=2[F:28])=[C:12]2[C:16](=[CH:17][CH:18]=1)[NH:15][N:14]=[CH:13]2)=[O:9]. (2) The product is: [C:50]([NH:54][C:30]([C:29]1[CH:28]=[C:27]([NH:26][C:24]([C:11]2[N:12]([CH2:16][C:17]3[CH:22]=[CH:21][CH:20]=[CH:19][C:18]=3[F:23])[C:13]3[C:9]([CH:10]=2)=[CH:8][C:7]([NH:6][C:4](=[O:5])[CH2:3][C:2]([CH3:36])([CH3:1])[CH3:37])=[CH:15][CH:14]=3)=[O:25])[CH:35]=[CH:34][CH:33]=1)=[O:31])([CH3:53])([CH3:52])[CH3:51]. Given the reactants [CH3:1][C:2]([CH3:37])([CH3:36])[CH2:3][C:4]([NH:6][C:7]1[CH:8]=[C:9]2[C:13](=[CH:14][CH:15]=1)[N:12]([CH2:16][C:17]1[CH:22]=[CH:21][CH:20]=[CH:19][C:18]=1[F:23])[C:11]([C:24]([NH:26][C:27]1[CH:28]=[C:29]([CH:33]=[CH:34][CH:35]=1)[C:30](O)=[O:31])=[O:25])=[CH:10]2)=[O:5].CN(C)CCCN=C=NCC.Cl.[C:50]([NH2:54])([CH3:53])([CH3:52])[CH3:51], predict the reaction product. (3) The product is: [CH2:3]([C@H:10]1[CH2:14][O:13][C:12](=[O:15])[N:11]1[C:16](=[O:37])[CH2:17][C@@H:18]([C:23]1[CH:24]=[CH:25][C:26]([O:29][CH2:30][C:31]2[CH:32]=[CH:33][CH:34]=[CH:35][CH:36]=2)=[CH:27][CH:28]=1)[CH:19]1[CH:39]=[CH:38][O:21][NH:20]1)[C:4]1[CH:9]=[CH:8][CH:7]=[CH:6][CH:5]=1. Given the reactants C=C.[CH2:3]([C@H:10]1[CH2:14][O:13][C:12](=[O:15])[N:11]1[C:16](=[O:37])[CH2:17][C@@H:18]([C:23]1[CH:28]=[CH:27][C:26]([O:29][CH2:30][C:31]2[CH:36]=[CH:35][CH:34]=[CH:33][CH:32]=2)=[CH:25][CH:24]=1)[CH2:19][N+:20]([O-])=[O:21])[C:4]1[CH:9]=[CH:8][CH:7]=[CH:6][CH:5]=1.[CH3:38][C:39](OC(OC(OC(C)(C)C)=O)=O)(C)C, predict the reaction product. (4) Given the reactants [F:1][CH:2]([F:37])[C:3]1[CH:12]=[C:11]2[C:6]([CH2:7][CH2:8][CH2:9][N:10]2[C:13]2[C:17]3[CH2:18][NH:19][CH2:20][CH2:21][C:16]=3[N:15]([CH:22]3[CH2:27][CH2:26][S:25](=[O:29])(=[O:28])[CH2:24][CH2:23]3)[N:14]=2)=[CH:5][C:4]=1[C:30]1[CH:31]=[N:32][N:33]([CH3:36])[C:34]=1[CH3:35].C(N(CC)CC)C.[CH3:45][NH:46][C:47](N1C=CN=C1)=[O:48].O, predict the reaction product. The product is: [F:37][CH:2]([F:1])[C:3]1[CH:12]=[C:11]2[C:6]([CH2:7][CH2:8][CH2:9][N:10]2[C:13]2[C:17]3[CH2:18][N:19]([C:47]([NH:46][CH3:45])=[O:48])[CH2:20][CH2:21][C:16]=3[N:15]([CH:22]3[CH2:27][CH2:26][S:25](=[O:29])(=[O:28])[CH2:24][CH2:23]3)[N:14]=2)=[CH:5][C:4]=1[C:30]1[CH:31]=[N:32][N:33]([CH3:36])[C:34]=1[CH3:35].